This data is from Forward reaction prediction with 1.9M reactions from USPTO patents (1976-2016). The task is: Predict the product of the given reaction. (1) Given the reactants CC1C=C(C)N([C:8]([CH:10]2[C:23]3[CH:22]=[CH:21][CH:20]=[CH:19][C:18]=3[O:17][C:16]3[C:11]2=[CH:12][CH:13]=[CH:14][CH:15]=3)=[O:9])N=1.[F:24][C:25]([F:33])([F:32])[C:26]1[O:30][C:29]([NH2:31])=[N:28][N:27]=1, predict the reaction product. The product is: [F:24][C:25]([F:33])([F:32])[C:26]1[O:30][C:29]([NH:31][C:8]([CH:10]2[C:11]3[CH:12]=[CH:13][CH:14]=[CH:15][C:16]=3[O:17][C:18]3[C:23]2=[CH:22][CH:21]=[CH:20][CH:19]=3)=[O:9])=[N:28][N:27]=1. (2) Given the reactants [NH2:1][C:2]1[N:6]([C:7]2[CH:8]=[CH:9][C:10]([Cl:14])=[C:11]([OH:13])[CH:12]=2)[N:5]=[C:4]([C:15]([CH3:18])([CH3:17])[CH3:16])[CH:3]=1.[O:19]1[CH2:24][CH2:23][CH2:22][CH2:21][CH:20]1[O:25][CH2:26][CH2:27]O.C1C=CC(P(C2C=CC=CC=2)C2C=CC=CC=2)=CC=1.CCOC(/N=N/C(OCC)=O)=O, predict the reaction product. The product is: [C:15]([C:4]1[CH:3]=[C:2]([NH2:1])[N:6]([C:7]2[CH:8]=[CH:9][C:10]([Cl:14])=[C:11]([O:13][CH2:27][CH2:26][O:25][CH:20]3[CH2:21][CH2:22][CH2:23][CH2:24][O:19]3)[CH:12]=2)[N:5]=1)([CH3:18])([CH3:17])[CH3:16]. (3) The product is: [NH2:32][CH2:33][CH2:34][C:35]1[CH:40]=[CH:39][C:38]([C:2]2[CH:11]=[C:10]([C:12]([NH:14][CH2:15][C@H:16]3[CH2:21][CH2:20][C@H:19]([CH2:22][NH:23][C:24](=[O:30])[O:25][C:26]([CH3:29])([CH3:28])[CH3:27])[CH2:18][CH2:17]3)=[O:13])[C:9]3[C:4](=[CH:5][CH:6]=[CH:7][CH:8]=3)[N:3]=2)=[CH:37][CH:36]=1. Given the reactants Cl[C:2]1[CH:11]=[C:10]([C:12]([NH:14][CH2:15][C@H:16]2[CH2:21][CH2:20][C@H:19]([CH2:22][NH:23][C:24](=[O:30])[O:25][C:26]([CH3:29])([CH3:28])[CH3:27])[CH2:18][CH2:17]2)=[O:13])[C:9]2[C:4](=[CH:5][CH:6]=[CH:7][CH:8]=2)[N:3]=1.Cl.[NH2:32][CH2:33][CH2:34][C:35]1[CH:40]=[CH:39][C:38](B(O)O)=[CH:37][CH:36]=1.C([O-])([O-])=O.[K+].[K+].O, predict the reaction product. (4) Given the reactants [CH3:1][O:2][C:3]1[CH:4]=[CH:5][C:6]([N+:10]([O-:12])=[O:11])=[C:7]([NH2:9])[CH:8]=1.[CH3:13][C:14]([O:17][C:18](O[C:18]([O:17][C:14]([CH3:16])([CH3:15])[CH3:13])=[O:19])=[O:19])([CH3:16])[CH3:15].C(O)(C(F)(F)F)=O, predict the reaction product. The product is: [C:14]([O:17][C:18](=[O:19])[NH:9][C:7]1[CH:8]=[C:3]([O:2][CH3:1])[CH:4]=[CH:5][C:6]=1[N+:10]([O-:12])=[O:11])([CH3:16])([CH3:15])[CH3:13]. (5) Given the reactants C(OC([N:8]1[CH2:13][CH2:12][CH2:11][C@@H:10]([NH:14][C:15]2[N:20]=[C:19]([C:21]3[N:28]4[C:24]([S:25][CH:26]=[CH:27]4)=[N:23][C:22]=3[C:29]3[CH:34]=[CH:33][CH:32]=[C:31]([C:35](=[O:37])[NH2:36])[CH:30]=3)[CH:18]=[CH:17][N:16]=2)[CH2:9]1)=O)(C)(C)C.Cl, predict the reaction product. The product is: [NH:8]1[CH2:13][CH2:12][CH2:11][C@@H:10]([NH:14][C:15]2[N:20]=[C:19]([C:21]3[N:28]4[C:24]([S:25][CH:26]=[CH:27]4)=[N:23][C:22]=3[C:29]3[CH:30]=[C:31]([CH:32]=[CH:33][CH:34]=3)[C:35]([NH2:36])=[O:37])[CH:18]=[CH:17][N:16]=2)[CH2:9]1.